This data is from Catalyst prediction with 721,799 reactions and 888 catalyst types from USPTO. The task is: Predict which catalyst facilitates the given reaction. (1) Reactant: [OH:1][CH:2]1[CH2:6][CH2:5][O:4][C:3]1=[O:7].N1C=CN=C1.[Si:13](Cl)([C:16]([CH3:19])([CH3:18])[CH3:17])([CH3:15])[CH3:14]. Product: [Si:13]([O:1][CH:2]1[CH2:6][CH2:5][O:4][C:3]1=[O:7])([C:16]([CH3:19])([CH3:18])[CH3:17])([CH3:15])[CH3:14]. The catalyst class is: 369. (2) Reactant: [CH:1]1([C:4]2[CH:9]=[CH:8][N:7]=[CH:6][C:5]=2[N:10]2[CH2:14][CH2:13][NH:12][C:11]2=[O:15])[CH2:3][CH2:2]1.Br[C:17]1[C:18]([F:26])=[CH:19][C:20]2[CH:24]=[CH:23][S:22][C:21]=2[CH:25]=1.CN[C@@H]1CCCC[C@H]1NC.P([O-])([O-])([O-])=O.[K+].[K+].[K+]. Product: [CH:1]1([C:4]2[CH:9]=[CH:8][N:7]=[CH:6][C:5]=2[N:10]2[CH2:14][CH2:13][N:12]([C:17]3[C:18]([F:26])=[CH:19][C:20]4[CH:24]=[CH:23][S:22][C:21]=4[CH:25]=3)[C:11]2=[O:15])[CH2:3][CH2:2]1. The catalyst class is: 246.